Predict the product of the given reaction. From a dataset of Forward reaction prediction with 1.9M reactions from USPTO patents (1976-2016). (1) Given the reactants [C:1]([O:5][C:6]([N:8]1[CH2:13][CH2:12][C:11]([CH2:15][S:16](=[O:32])(=[O:31])[NH:17]C(C2C=CC=CC=2)C2C=CC=CC=2)([OH:14])[CH2:10][CH2:9]1)=[O:7])([CH3:4])([CH3:3])[CH3:2].C(N(CC)CC)C, predict the reaction product. The product is: [C:1]([O:5][C:6]([N:8]1[CH2:9][CH2:10][C:11]([OH:14])([CH2:15][S:16](=[O:32])(=[O:31])[NH2:17])[CH2:12][CH2:13]1)=[O:7])([CH3:4])([CH3:2])[CH3:3]. (2) Given the reactants [N:1]1[CH:6]=[CH:5][C:4]([CH:7]=[O:8])=[CH:3][CH:2]=1.[CH2:9]1[CH2:13]OC[CH2:10]1, predict the reaction product. The product is: [CH:10]1([CH:7]([C:4]2[CH:5]=[CH:6][N:1]=[CH:2][CH:3]=2)[OH:8])[CH2:9][CH2:13]1. (3) Given the reactants [CH3:1][C:2]12[C:14]3[C:6](=[CH:7][CH:8]=[C:9]([NH:15][C:16]([C:18]4[CH:19]=[CH:20][C:21]([C:24]([O:26]C)=[O:25])=[N:22][CH:23]=4)=[O:17])[C:10]=3[CH2:11][CH2:12][CH2:13]1)[CH2:5][CH2:4][CH2:3]2.[OH-].[Na+].Cl, predict the reaction product. The product is: [CH3:1][C:2]12[C:14]3[C:6](=[CH:7][CH:8]=[C:9]([NH:15][C:16]([C:18]4[CH:19]=[CH:20][C:21]([C:24]([OH:26])=[O:25])=[N:22][CH:23]=4)=[O:17])[C:10]=3[CH2:11][CH2:12][CH2:13]1)[CH2:5][CH2:4][CH2:3]2. (4) Given the reactants [CH2:1]([N:3]1[CH2:7][CH:6]([CH2:8][CH2:9]O)[C:5]([C:17]2[CH:22]=[CH:21][CH:20]=[CH:19][CH:18]=2)([C:11]2[CH:16]=[CH:15][CH:14]=[CH:13][CH:12]=2)[C:4]1=[O:23])[CH3:2].O=S(Cl)[Cl:26], predict the reaction product. The product is: [Cl:26][CH2:9][CH2:8][CH:6]1[CH2:7][N:3]([CH2:1][CH3:2])[C:4](=[O:23])[C:5]1([C:17]1[CH:22]=[CH:21][CH:20]=[CH:19][CH:18]=1)[C:11]1[CH:16]=[CH:15][CH:14]=[CH:13][CH:12]=1. (5) Given the reactants [NH2:1][C:2]1[CH:3]=[C:4]([CH:36]=[CH:37][CH:38]=1)[CH2:5][O:6][CH2:7][CH2:8][O:9][C:10]1[CH:15]=[CH:14][C:13]([CH2:16][CH2:17][N:18]2[CH2:22][C@@H:21]([C:23]3[CH:34]=[CH:33][C:26]4[O:27][C:28]([CH3:32])([CH3:31])[O:29][CH2:30][C:25]=4[CH:24]=3)[O:20][C:19]2=[O:35])=[CH:12][CH:11]=1.[C:39](OC(=O)C)(=[O:41])[CH3:40].C(N(CC)C(C)C)(C)C, predict the reaction product. The product is: [CH3:31][C:28]1([CH3:32])[O:27][C:26]2[CH:33]=[CH:34][C:23]([C@H:21]3[O:20][C:19](=[O:35])[N:18]([CH2:17][CH2:16][C:13]4[CH:12]=[CH:11][C:10]([O:9][CH2:8][CH2:7][O:6][CH2:5][C:4]5[CH:3]=[C:2]([NH:1][C:39](=[O:41])[CH3:40])[CH:38]=[CH:37][CH:36]=5)=[CH:15][CH:14]=4)[CH2:22]3)=[CH:24][C:25]=2[CH2:30][O:29]1.